Dataset: Reaction yield outcomes from USPTO patents with 853,638 reactions. Task: Predict the reaction yield, written as a fraction of the theoretical maximum amount of product (1.0 means a 100% yield; for example, 0.34 means a 34% yield). (1) The reactants are [OH:1][NH:2][C:3]([C:5]1[NH:6][CH:7]=[CH:8][CH:9]=1)=[NH:4].[CH3:10][C:11]([O:14][C:15]([N:17]1[CH2:21][CH:20]([C:22](O)=O)[CH2:19][CH2:18]1)=[O:16])([CH3:13])[CH3:12].CCN=C=NCCCN(C)C.Cl.C1C=CC2N(O)N=NC=2C=1.C(N(CC)CC)C. The catalyst is O1CCOCC1. The product is [C:11]([O:14][C:15]([N:17]1[CH2:18][CH2:19][CH:20]([C:22]2[O:1][N:2]=[C:3]([C:5]3[NH:6][CH:7]=[CH:8][CH:9]=3)[N:4]=2)[CH2:21]1)=[O:16])([CH3:13])([CH3:10])[CH3:12]. The yield is 0.920. (2) The reactants are [NH2:1][C:2]1[CH:7]=[CH:6][C:5]([CH:8]([OH:13])[C:9]([F:12])([F:11])[F:10])=[CH:4][CH:3]=1.[N:14]([O-])=O.[Na+].[Cl:18][Sn]Cl.O. The catalyst is Cl. The product is [ClH:18].[F:12][C:9]([F:10])([F:11])[CH:8]([C:5]1[CH:6]=[CH:7][C:2]([NH:1][NH2:14])=[CH:3][CH:4]=1)[OH:13]. The yield is 0.650. (3) The reactants are [F:1][C:2]1[CH:17]=[C:16]([N+:18]([O-])=O)[CH:15]=[CH:14][C:3]=1[O:4][C:5]1[C:6]2[NH:13][CH:12]=[CH:11][C:7]=2[N:8]=[CH:9][N:10]=1.[H][H]. The catalyst is CO.Cl[Pd]Cl. The product is [N:8]1[C:7]2[CH:11]=[CH:12][NH:13][C:6]=2[C:5]([O:4][C:3]2[CH:14]=[CH:15][C:16]([NH2:18])=[CH:17][C:2]=2[F:1])=[N:10][CH:9]=1. The yield is 0.720. (4) The reactants are [OH-:1].[Na+:2].[O:3]1[C:7]2[CH:8]=[CH:9][C:10]([C:12]3[C:13]4[CH2:28][O:27][C:26](=[O:29])[C:14]=4[CH:15]=[C:16]4[C:24]=3[C:20]3[O:21][CH2:22][O:23][C:19]=3[CH:18]=[C:17]4[Cl:25])=[CH:11][C:6]=2[O:5][CH2:4]1. The catalyst is CO. The product is [Na+:2].[O:3]1[C:7]2[CH:8]=[CH:9][C:10]([C:12]3[C:13]([CH2:28][OH:1])=[C:14]([C:26]([O-:27])=[O:29])[CH:15]=[C:16]4[C:24]=3[C:20]3[O:21][CH2:22][O:23][C:19]=3[CH:18]=[C:17]4[Cl:25])=[CH:11][C:6]=2[O:5][CH2:4]1. The yield is 0.870.